From a dataset of Catalyst prediction with 721,799 reactions and 888 catalyst types from USPTO. Predict which catalyst facilitates the given reaction. Reactant: N[C@H]1CCCC[C@H]1N[C:9]1[N:14]=[N:13][C:12]([C:15]([NH2:17])=[O:16])=[C:11]([NH:18][C:19]2[CH:24]=[CH:23][C:22]([O:25][CH3:26])=[C:21]([CH:27]([CH3:29])[CH3:28])[N:20]=2)[CH:10]=1.N[C@@H]1CCOC[C@@H]1NC(=O)OC(C)(C)C.[Cl-:45].[Na+].O. Product: [Cl:45][C:9]1[N:14]=[N:13][C:12]([C:15]([NH2:17])=[O:16])=[C:11]([NH:18][C:19]2[CH:24]=[CH:23][C:22]([O:25][CH3:26])=[C:21]([CH:27]([CH3:29])[CH3:28])[N:20]=2)[CH:10]=1. The catalyst class is: 514.